From a dataset of Full USPTO retrosynthesis dataset with 1.9M reactions from patents (1976-2016). Predict the reactants needed to synthesize the given product. (1) Given the product [O:22]1[CH2:26][CH2:25][CH:24]([CH2:27][NH:28][C:1](=[O:13])/[CH:2]=[CH:3]/[CH2:4][CH2:5][CH2:6][CH2:7][CH2:8][CH2:9][CH2:10][CH3:11])[CH2:23]1, predict the reactants needed to synthesize it. The reactants are: [C:1]([OH:13])(=O)/[CH:2]=[CH:3]/[CH2:4][CH2:5][CH2:6][CH2:7][CH2:8][CH2:9][CH2:10][CH3:11].C(N(CC)CC)C.Cl.[O:22]1[CH2:26][CH2:25][CH:24]([CH2:27][NH2:28])[CH2:23]1.Cl.C(N=C=NCCCN(C)C)C. (2) Given the product [NH2:8][C:4]1[N:5]=[CH:6][N:7]=[C:2]([N:27]2[CH2:28][CH2:29][N:24]([CH2:23][C:22]([NH:21][CH:18]([CH3:20])[CH3:19])=[O:30])[CH2:25][CH2:26]2)[CH:3]=1, predict the reactants needed to synthesize it. The reactants are: Cl[C:2]1[N:7]=[CH:6][N:5]=[C:4]([NH2:8])[CH:3]=1.C(N(C(C)C)CC)(C)C.[CH:18]([NH:21][C:22](=[O:30])[CH2:23][N:24]1[CH2:29][CH2:28][NH:27][CH2:26][CH2:25]1)([CH3:20])[CH3:19]. (3) The reactants are: [NH2:1][C:2]1[CH:3]=[C:4]2[C:8](=[CH:9][CH:10]=1)[N:7]([CH2:11][CH2:12][N:13]([CH2:16][CH3:17])[CH2:14][CH3:15])[CH:6]=[CH:5]2.[S:18]1[CH:22]=[C:21]([S:23](Cl)(=[O:25])=[O:24])[C:20]2[CH:27]=[CH:28][CH:29]=[CH:30][C:19]1=2. Given the product [CH2:14]([N:13]([CH2:16][CH3:17])[CH2:12][CH2:11][N:7]1[C:8]2[C:4](=[CH:3][C:2]([NH:1][S:23]([C:21]3[C:20]4[CH:27]=[CH:28][CH:29]=[CH:30][C:19]=4[S:18][CH:22]=3)(=[O:24])=[O:25])=[CH:10][CH:9]=2)[CH:5]=[CH:6]1)[CH3:15], predict the reactants needed to synthesize it. (4) Given the product [O:1]=[C:2]1[C:7]2[CH:8]=[CH:9][CH:10]=[CH:11][C:6]=2[S:5][C:4]([C:12]2[N:17]=[C:16]([S:18]([CH2:21][C:22]([OH:24])=[O:23])(=[O:20])=[O:19])[CH:15]=[CH:14][CH:13]=2)=[N:3]1, predict the reactants needed to synthesize it. The reactants are: [O:1]=[C:2]1[C:7]2[CH:8]=[CH:9][CH:10]=[CH:11][C:6]=2[S:5][C:4]([C:12]2[N:17]=[C:16]([S:18]([CH2:21][C:22]([O:24]C(C)(C)C)=[O:23])(=[O:20])=[O:19])[CH:15]=[CH:14][CH:13]=2)=[N:3]1.C(OC(C)C)(C)C. (5) Given the product [O:21]1[C:22]2[C:23](=[N:24][CH:25]=[CH:26][CH:27]=2)[O:28][C@@H:19]([C:16]2[CH:15]=[CH:14][C:13]([CH2:12][N:9]3[CH2:8][CH2:7][CH:6]([NH2:35])[CH2:11][CH2:10]3)=[CH:18][CH:17]=2)[CH2:20]1, predict the reactants needed to synthesize it. The reactants are: C(OC([CH:6]1[CH2:11][CH2:10][N:9]([CH2:12][C:13]2[CH:18]=[CH:17][C:16]([C@@H:19]3[O:28][C:23]4=[N:24][CH:25]=[CH:26][CH:27]=[C:22]4[O:21][CH2:20]3)=[CH:15][CH:14]=2)[CH2:8][CH2:7]1)=O)C.C(OC(=O)[NH:35]C1CCNCC1)(C)(C)C. (6) Given the product [CH3:16][N:15]([CH3:17])[C:6]1([C:9]2[CH:10]=[CH:11][CH:12]=[CH:13][CH:14]=2)[CH2:5][CH2:4][CH:3]([CH2:2][NH:1][C:25]([NH:26][CH2:27][CH2:28][CH2:29][C:30]2[CH:35]=[CH:34][CH:33]=[CH:32][CH:31]=2)=[O:24])[CH2:8][CH2:7]1, predict the reactants needed to synthesize it. The reactants are: [NH2:1][CH2:2][CH:3]1[CH2:8][CH2:7][C:6]([N:15]([CH3:17])[CH3:16])([C:9]2[CH:14]=[CH:13][CH:12]=[CH:11][CH:10]=2)[CH2:5][CH2:4]1.C1([O:24][C:25](=O)[NH:26][CH2:27][CH2:28][CH2:29][C:30]2[CH:35]=[CH:34][CH:33]=[CH:32][CH:31]=2)C=CC=CC=1.